This data is from Catalyst prediction with 721,799 reactions and 888 catalyst types from USPTO. The task is: Predict which catalyst facilitates the given reaction. (1) Reactant: OC(C(F)(F)F)=O.[NH:8]1[CH2:14][CH2:13][CH2:12][CH:11]([N:15]2[CH2:20][CH2:19][CH:18]([C:21]([NH:23][CH2:24][CH:25]([CH3:27])[CH3:26])=[O:22])[CH2:17][CH2:16]2)[CH2:10][CH2:9]1.CCN(CC)CC.Cl[C:36]([O:38][CH2:39][C:40]#[CH:41])=[O:37]. Product: [CH2:39]([O:38][C:36]([N:8]1[CH2:14][CH2:13][CH2:12][CH:11]([N:15]2[CH2:20][CH2:19][CH:18]([C:21](=[O:22])[NH:23][CH2:24][CH:25]([CH3:27])[CH3:26])[CH2:17][CH2:16]2)[CH2:10][CH2:9]1)=[O:37])[C:40]#[CH:41]. The catalyst class is: 2. (2) Reactant: [CH2:1]([C:5]1[NH:10][C:9](=[O:11])[CH:8]=[C:7]([CH3:12])[N:6]=1)[CH2:2][CH2:3][CH3:4].Br[CH2:14][C:15]1[CH:20]=[CH:19][C:18]([C:21]2[C:22]([C:27]#[N:28])=[CH:23][CH:24]=[CH:25][CH:26]=2)=[CH:17][CH:16]=1.C(=O)([O-])[O-].[Cs+].[Cs+]. Product: [CH2:1]([C:5]1[N:10]([CH2:14][C:15]2[CH:16]=[CH:17][C:18]([C:21]3[C:22]([C:27]#[N:28])=[CH:23][CH:24]=[CH:25][CH:26]=3)=[CH:19][CH:20]=2)[C:9](=[O:11])[CH:8]=[C:7]([CH3:12])[N:6]=1)[CH2:2][CH2:3][CH3:4]. The catalyst class is: 10. (3) Reactant: [N+:1]([C:4]1[CH:17]=[CH:16][C:7]([O:8][C:9]2[CH:14]=[CH:13][N:12]=[C:11]([NH2:15])[CH:10]=2)=[CH:6][CH:5]=1)([O-:3])=[O:2].[CH2:18]([N:20]([CH2:23][CH3:24])[CH2:21]C)C.ClC(OC1C=CC=CC=1)=[O:27]. Product: [N+:1]([C:4]1[CH:17]=[CH:16][C:7]([O:8][C:9]2[CH:14]=[CH:13][N:12]=[C:11]([NH:15][C:21]([N:20]3[CH2:18][CH2:24][CH2:23]3)=[O:27])[CH:10]=2)=[CH:6][CH:5]=1)([O-:3])=[O:2]. The catalyst class is: 7. (4) Reactant: [Na].C(O)(=O)C.[CH:6]([NH2:8])=[NH:7].C([O:11][C:12](=O)[CH:13]([CH2:19][CH:20]=[CH2:21])[C:14](OCC)=[O:15])C.Cl. Product: [CH2:19]([C:13]1[C:14]([OH:15])=[N:7][CH:6]=[N:8][C:12]=1[OH:11])[CH:20]=[CH2:21]. The catalyst class is: 14.